From a dataset of Forward reaction prediction with 1.9M reactions from USPTO patents (1976-2016). Predict the product of the given reaction. Given the reactants P(Cl)(Cl)Cl.[CH3:5][C:6]1[C:11]([C:12]([OH:14])=O)=[CH:10][N:9]=[C:8]([S:15][CH3:16])[N:7]=1.[Cl:17][C:18]1[CH:24]=[CH:23][CH:22]=[CH:21][C:19]=1[NH2:20], predict the reaction product. The product is: [Cl:17][C:18]1[CH:24]=[CH:23][CH:22]=[CH:21][C:19]=1[NH:20][C:12]([C:11]1[C:6]([CH3:5])=[N:7][C:8]([S:15][CH3:16])=[N:9][CH:10]=1)=[O:14].